This data is from Forward reaction prediction with 1.9M reactions from USPTO patents (1976-2016). The task is: Predict the product of the given reaction. (1) Given the reactants Br[C:2]1[S:3][C:4]2[CH:10]=[C:9]([C:11]([O:13][CH2:14][CH3:15])=[O:12])[CH:8]=[CH:7][C:5]=2[N:6]=1.C([Sn](CCCC)(CCCC)[C:21]1[S:22][CH:23]=[CH:24][N:25]=1)CCC, predict the reaction product. The product is: [S:22]1[CH:23]=[CH:24][N:25]=[C:21]1[C:2]1[S:3][C:4]2[CH:10]=[C:9]([C:11]([O:13][CH2:14][CH3:15])=[O:12])[CH:8]=[CH:7][C:5]=2[N:6]=1. (2) Given the reactants [CH:1]1([N:6]2[CH2:12][C:11]([F:14])([F:13])[C:10](=[O:15])[N:9]([CH3:16])[C:8]3[CH:17]=[N:18][C:19]([NH:21][C:22]4[C:30]([O:31][CH3:32])=[CH:29][C:25]([C:26](O)=[O:27])=[C:24]([F:33])[CH:23]=4)=[N:20][C:7]2=3)[CH2:5][CH2:4][CH2:3][CH2:2]1.F[P-](F)(F)(F)(F)F.C[N:42](C(N(C)C)=[N+]1C2C=CC=CC=2[N+]([O-])=N1)C.C(N(C(C)C)CC)(C)C.[Cl-].[NH4+], predict the reaction product. The product is: [CH:1]1([N:6]2[CH2:12][C:11]([F:13])([F:14])[C:10](=[O:15])[N:9]([CH3:16])[C:8]3[CH:17]=[N:18][C:19]([NH:21][C:22]4[C:30]([O:31][CH3:32])=[CH:29][C:25]([C:26]([NH2:42])=[O:27])=[C:24]([F:33])[CH:23]=4)=[N:20][C:7]2=3)[CH2:5][CH2:4][CH2:3][CH2:2]1.